This data is from Catalyst prediction with 721,799 reactions and 888 catalyst types from USPTO. The task is: Predict which catalyst facilitates the given reaction. (1) Reactant: [Si:1]([O:18][CH2:19][C@@H:20]1[N:24]([C:25]([O:27][C:28]([CH3:31])([CH3:30])[CH3:29])=[O:26])[C:23](=O)[CH:22]([CH2:33][Sn](C)(C)C)[CH2:21]1)([C:14]([CH3:17])([CH3:16])[CH3:15])([C:8]1[CH:13]=[CH:12][CH:11]=[CH:10][CH:9]=1)[C:2]1[CH:7]=[CH:6][CH:5]=[CH:4][CH:3]=1.C(O)(C(F)(F)F)=O.C([O-])([O-])=O.[K+].[K+]. The catalyst class is: 76. Product: [Si:1]([O:18][CH2:19][CH:20]1[CH2:21][CH:22]2[CH:23]([CH2:33]2)[N:24]1[C:25]([O:27][C:28]([CH3:30])([CH3:29])[CH3:31])=[O:26])([C:14]([CH3:15])([CH3:17])[CH3:16])([C:2]1[CH:7]=[CH:6][CH:5]=[CH:4][CH:3]=1)[C:8]1[CH:13]=[CH:12][CH:11]=[CH:10][CH:9]=1. (2) Reactant: CS(Cl)(=O)=O.O[CH2:7][CH2:8][O:9][CH2:10][CH2:11][NH:12][C:13]1[N:14]=[N+:15]([O-:23])[C:16]2[CH:22]=[CH:21][CH:20]=[CH:19][C:17]=2[N:18]=1.CCN(CC)CC.[N-:31]=[N+:32]=[N-:33].[Na+]. Product: [N:31]([CH2:7][CH2:8][O:9][CH2:10][CH2:11][NH:12][C:13]1[N:14]=[N+:15]([O-:23])[C:16]2[CH:22]=[CH:21][CH:20]=[CH:19][C:17]=2[N:18]=1)=[N+:32]=[N-:33]. The catalyst class is: 2. (3) Reactant: [F:1][C:2]1[CH:3]=[C:4]([N:12]2[CH2:16][CH:15]([CH2:17][NH:18][C:19](=[O:21])[CH3:20])[O:14][C:13]2=[O:22])[CH:5]=[CH:6][C:7]=1[C:8]([NH:10][NH2:11])=[S:9].[Cl:23][CH2:24][C:25](Cl)=O. Product: [Cl:23][CH2:24][C:25]1[S:9][C:8]([C:7]2[CH:6]=[CH:5][C:4]([N:12]3[CH2:16][C@H:15]([CH2:17][NH:18][C:19](=[O:21])[CH3:20])[O:14][C:13]3=[O:22])=[CH:3][C:2]=2[F:1])=[N:10][N:11]=1. The catalyst class is: 1. (4) Reactant: [CH3:1][O:2][C:3]1[CH:4]=[C:5]([CH:9]=[CH:10][CH:11]=1)[CH2:6][CH2:7][NH2:8].[S:12]1[CH:16]=[CH:15][CH:14]=[C:13]1[C:17](O)=[O:18].O.ON1C2C=CC=CC=2N=N1.Cl.C(N(CC)CCCN=C=NCC)C. Product: [CH3:1][O:2][C:3]1[CH:4]=[C:5]([CH2:6][CH2:7][NH:8][C:17]([C:13]2[S:12][CH:16]=[CH:15][CH:14]=2)=[O:18])[CH:9]=[CH:10][CH:11]=1. The catalyst class is: 2.